This data is from Full USPTO retrosynthesis dataset with 1.9M reactions from patents (1976-2016). The task is: Predict the reactants needed to synthesize the given product. (1) Given the product [C:5]([NH:8][C:9]1[CH:10]=[C:11]([NH:19][C:27](=[O:28])[O:29][C:30]2[CH:35]=[CH:34][CH:33]=[CH:32][CH:31]=2)[CH:12]=[C:13]([C:15]([F:16])([F:17])[F:18])[CH:14]=1)(=[O:37])[CH:6]=[CH2:7], predict the reactants needed to synthesize it. The reactants are: CN1[CH2:7][CH2:6][CH:5]([NH:8][C:9]2[CH:14]=[C:13]([C:15]([F:18])([F:17])[F:16])[CH:12]=[C:11]([NH2:19])[CH:10]=2)CC1.N1C=CC=CC=1.Cl[C:27]([O:29][C:30]1[CH:35]=[CH:34][CH:33]=[CH:32][CH:31]=1)=[O:28].Cl.[OH2:37]. (2) The reactants are: [NH2:1][C:2]12[CH2:10][CH2:9][CH:6]([CH2:7][CH2:8]1)[CH2:5][N:4]1[C:11](=[O:36])[C:12]([O:28]CC3C=CC=CC=3)=[C:13]([C:15]3[S:16][C:17]([CH2:20][C:21]4[CH:26]=[CH:25][C:24]([F:27])=[CH:23][CH:22]=4)=[CH:18][N:19]=3)[N:14]=[C:3]21.[CH3:37][N:38]([CH3:44])[C:39](=[O:43])[C:40](O)=[O:41].CN(C(ON1N=NC2C=CC=NC1=2)=[N+](C)C)C.F[P-](F)(F)(F)(F)F. Given the product [F:27][C:24]1[CH:23]=[CH:22][C:21]([CH2:20][C:17]2[S:16][C:15]([C:13]3[N:14]=[C:3]4[C:2]5([NH:1][C:40](=[O:41])[C:39]([N:38]([CH3:44])[CH3:37])=[O:43])[CH2:8][CH2:7][CH:6]([CH2:9][CH2:10]5)[CH2:5][N:4]4[C:11](=[O:36])[C:12]=3[OH:28])=[N:19][CH:18]=2)=[CH:26][CH:25]=1, predict the reactants needed to synthesize it. (3) Given the product [NH2:27][C:11]1[CH:10]=[C:9]([O:8][CH2:1][C:2]2[CH:3]=[CH:4][CH:5]=[CH:6][CH:7]=2)[C:24]([O:25][CH3:26])=[CH:23][C:12]=1[C:13]([O:15][CH2:16][C:17]1[CH:18]=[CH:19][CH:20]=[CH:21][CH:22]=1)=[O:14], predict the reactants needed to synthesize it. The reactants are: [CH2:1]([O:8][C:9]1[C:24]([O:25][CH3:26])=[CH:23][C:12]([C:13]([O:15][CH2:16][C:17]2[CH:22]=[CH:21][CH:20]=[CH:19][CH:18]=2)=[O:14])=[C:11]([N+:27]([O-])=O)[CH:10]=1)[C:2]1[CH:7]=[CH:6][CH:5]=[CH:4][CH:3]=1.S(S([O-])=O)([O-])=O.[Na+].[Na+].O.[OH-].[Na+]. (4) Given the product [ClH:26].[NH2:2][C@H:3]1[CH2:9][CH2:8][CH2:7][CH2:6][N:5]([CH2:10][C:11]2[CH:16]=[CH:15][CH:14]=[CH:13][C:12]=2[Cl:1])[C:4]1=[O:17], predict the reactants needed to synthesize it. The reactants are: [ClH:1].[NH2:2][C@H:3]1[CH2:9][CH2:8][CH2:7][CH2:6][N:5]([CH2:10][C:11]2[CH:16]=[CH:15][CH:14]=[CH:13][CH:12]=2)[C:4]1=[O:17].BrCC1C=CC=CC=1[Cl:26].